Task: Regression. Given a peptide amino acid sequence and an MHC pseudo amino acid sequence, predict their binding affinity value. This is MHC class I binding data.. Dataset: Peptide-MHC class I binding affinity with 185,985 pairs from IEDB/IMGT (1) The peptide sequence is VLMLPVWFL. The MHC is HLA-A02:01 with pseudo-sequence HLA-A02:01. The binding affinity (normalized) is 1.00. (2) The peptide sequence is TTSDFFVNY. The MHC is HLA-A02:03 with pseudo-sequence HLA-A02:03. The binding affinity (normalized) is 0.0847. (3) The peptide sequence is LTFGRETVLEY. The MHC is HLA-A29:02 with pseudo-sequence HLA-A29:02. The binding affinity (normalized) is 0.693. (4) The peptide sequence is HPGATYTKC. The MHC is HLA-B35:01 with pseudo-sequence HLA-B35:01. The binding affinity (normalized) is 0.103. (5) The peptide sequence is ADPVDAVIN. The MHC is HLA-A02:06 with pseudo-sequence HLA-A02:06. The binding affinity (normalized) is 0.289.